This data is from Peptide-MHC class I binding affinity with 185,985 pairs from IEDB/IMGT. The task is: Regression. Given a peptide amino acid sequence and an MHC pseudo amino acid sequence, predict their binding affinity value. This is MHC class I binding data. (1) The peptide sequence is IVAALVFLI. The MHC is HLA-A02:06 with pseudo-sequence HLA-A02:06. The binding affinity (normalized) is 0.945. (2) The peptide sequence is KTPLYYLSGT. The MHC is HLA-A02:01 with pseudo-sequence HLA-A02:01. The binding affinity (normalized) is 0.00975. (3) The peptide sequence is SAHSADGHY. The MHC is HLA-A01:01 with pseudo-sequence HLA-A01:01. The binding affinity (normalized) is 0.0847. (4) The peptide sequence is YALTEYHAM. The MHC is HLA-A02:01 with pseudo-sequence HLA-A02:01. The binding affinity (normalized) is 0.0847. (5) The peptide sequence is KLVGIELPK. The MHC is HLA-B27:05 with pseudo-sequence HLA-B27:05. The binding affinity (normalized) is 0.0847. (6) The peptide sequence is QTYDWTLNR. The MHC is HLA-B35:01 with pseudo-sequence HLA-B35:01. The binding affinity (normalized) is 0.0847. (7) The peptide sequence is STAAVTMSMK. The MHC is HLA-A68:01 with pseudo-sequence HLA-A68:01. The binding affinity (normalized) is 0.863. (8) The peptide sequence is LPRPDTRHL. The MHC is HLA-B35:01 with pseudo-sequence HLA-B35:01. The binding affinity (normalized) is 0.149.